From a dataset of Peptide-MHC class I binding affinity with 185,985 pairs from IEDB/IMGT. Regression. Given a peptide amino acid sequence and an MHC pseudo amino acid sequence, predict their binding affinity value. This is MHC class I binding data. The peptide sequence is ISQISFLL. The MHC is H-2-Kb with pseudo-sequence H-2-Kb. The binding affinity (normalized) is 0.314.